This data is from Reaction yield outcomes from USPTO patents with 853,638 reactions. The task is: Predict the reaction yield, written as a fraction of the theoretical maximum amount of product (1.0 means a 100% yield; for example, 0.34 means a 34% yield). The reactants are [CH:1]([O:4][C:5]1[CH:6]=[C:7]([NH:18][CH:19]=[C:20]([C:26](OCC)=O)[C:21]([O:23][CH2:24][CH3:25])=[O:22])[CH:8]=[CH:9][C:10]=1[N:11]1[CH2:16][CH2:15][N:14]([CH3:17])[CH2:13][CH2:12]1)([CH3:3])[CH3:2].P(Cl)(Cl)([Cl:33])=O. No catalyst specified. The product is [Cl:33][C:26]1[C:8]2[C:7](=[CH:6][C:5]([O:4][CH:1]([CH3:3])[CH3:2])=[C:10]([N:11]3[CH2:16][CH2:15][N:14]([CH3:17])[CH2:13][CH2:12]3)[CH:9]=2)[N:18]=[CH:19][C:20]=1[C:21]([O:23][CH2:24][CH3:25])=[O:22]. The yield is 0.580.